This data is from Experimentally validated miRNA-target interactions with 360,000+ pairs, plus equal number of negative samples. The task is: Binary Classification. Given a miRNA mature sequence and a target amino acid sequence, predict their likelihood of interaction. (1) The miRNA is hsa-miR-6779-5p with sequence CUGGGAGGGGCUGGGUUUGGC. The protein sequence of the target gene is MASASARGNQDKDAHFPPPSKQSLLFCPKSKLHIHRAEISKIMRECQEESFWKRALPFSLVSMLVTQGLVYQGYLAANSRFGSLPKVALAGLLGFGLGKVSYIGVCQSKFHFFEDQLRGAGFGPQHNRHCLLTCEECKIKHGLSEKGDSQPSAS. Result: 1 (interaction). (2) The miRNA is hsa-miR-1183 with sequence CACUGUAGGUGAUGGUGAGAGUGGGCA. The protein sequence of the target gene is MARLCRRVPCALLLGLAAVLLKARLVPAAARAELSRSDLSLIQQQQQQQQQQQLQEQKQREEAEEGRPEVPGASSTLVAPVSVFMLKVQVNDIVSRQYLSQAVVEVFVNYSKTNSTVTRSNGAVLIKVPYQLGLSLTIVAYKDGYVLTSLPWKTGRMPIYSSVTLSLFPQSQANIWLFEDTVLITGKLADAKSQPSVQFSKAFIKLPDNHHISNVTGYLTVLHQFLKVDSFLPATGVTYKSGLENVELTPHAAICVKIYSGGKELKVDGSIHVSLPLLHTSNIKIGDRIPAWTFDMNAGV.... Result: 0 (no interaction). (3) The miRNA is hsa-miR-302d-3p with sequence UAAGUGCUUCCAUGUUUGAGUGU. The protein sequence of the target gene is MATVVVEATEPEPSGSIANPAASTSPSLSHRFLDSKFYLLVVVGEIVTEEHLRRAIGNIELGIRSWDTNLIECNLDQELKLFVSRHSARFSPEVPGQKILHHRSDVLETVVLINPSDEAVSTEVRLMITDAARHKLLVLTGQCFENTGELILQSGSFSFQNFIEIFTDQEIGELLSTTHPANKASLTLFCPEEGDWKNSNLDRHNLQDFINIKLNSASILPEMEGLSEFTEYLSESVEVPSPFDILEPPTSGGFLKLSKPCCYIFPGGRGDSALFAVNGFNMLINGGSERKSCFWKLIRH.... Result: 1 (interaction). (4) The miRNA is mmu-miR-1306-5p with sequence CACCACCUCCCCUGCAAACGUCC. The protein sequence of the target gene is MTCYRGFLLGSCCRVAGGRAAALRGPGAGGPAARPRLGGDGGGRRHLGQGQPRELAGCGSRADGGFRPSRVVVVAKTTRYEFEQQRYRYAELSEEDLKQLLALKGSSYSGLLERHHIHTKNVEHIIDSLRNEGIEVRLVKRREYDEETVRWADAVIAAGGDGTMLLAASKVLDRLKPVIGVNTDPERSEGHLCLPVRYTHSFPEALQKFYRGEFRWLWRQRIRLYLEGTGINPVPVDLHEQQLSLNQHNRALNIERAHDERSEASGPQLLPVRALNEVFIGESLSSRASYYEISVDDGPW.... Result: 0 (no interaction).